From a dataset of Forward reaction prediction with 1.9M reactions from USPTO patents (1976-2016). Predict the product of the given reaction. Given the reactants C1C=CC(C2C=CC=CC=2)=CC=1.C1C=CC(OC2C=CC=CC=2)=CC=1.[Cl:26][C:27]1[N:32]=[CH:31][C:30]([NH:33][CH:34]=[C:35]([S:41]([CH3:44])(=[O:43])=[O:42])[C:36]([O:38]CC)=O)=[CH:29][CH:28]=1, predict the reaction product. The product is: [Cl:26][C:27]1[N:32]=[C:31]2[C:30](=[CH:29][CH:28]=1)[N:33]=[CH:34][C:35]([S:41]([CH3:44])(=[O:42])=[O:43])=[C:36]2[OH:38].